Dataset: Full USPTO retrosynthesis dataset with 1.9M reactions from patents (1976-2016). Task: Predict the reactants needed to synthesize the given product. (1) Given the product [CH3:27][C:28]1[C:32]([C:2]2[CH:3]=[C:4]3[C:9](=[CH:10][CH:11]=2)[NH:8][C:7](=[O:12])[N:6]([CH3:13])[C:5]3([CH3:20])[C:14]2[CH:19]=[CH:18][CH:17]=[CH:16][CH:15]=2)=[C:31]([CH3:36])[O:30][N:29]=1, predict the reactants needed to synthesize it. The reactants are: Br[C:2]1[CH:3]=[C:4]2[C:9](=[CH:10][CH:11]=1)[NH:8][C:7](=[O:12])[N:6]([CH3:13])[C:5]2([CH3:20])[C:14]1[CH:19]=[CH:18][CH:17]=[CH:16][CH:15]=1.C([O-])([O-])=O.[Na+].[Na+].[CH3:27][C:28]1[C:32](B(O)O)=[C:31]([CH3:36])[O:30][N:29]=1. (2) Given the product [I:36][C:9]1[C:10]2[C:11](=[N:12][CH:13]=[C:14]([C:16]([F:19])([F:18])[F:17])[CH:15]=2)[N:7]([C:1]2[CH:2]=[CH:3][CH:4]=[CH:5][CH:6]=2)[C:8]=1[C:20]1[N:25]=[CH:24][C:23]([S:26]([NH:29][C@@H:30]([CH3:35])[C:31]([F:34])([F:32])[F:33])(=[O:27])=[O:28])=[CH:22][CH:21]=1, predict the reactants needed to synthesize it. The reactants are: [C:1]1([N:7]2[C:11]3=[N:12][CH:13]=[C:14]([C:16]([F:19])([F:18])[F:17])[CH:15]=[C:10]3[CH:9]=[C:8]2[C:20]2[N:25]=[CH:24][C:23]([S:26]([NH:29][C@@H:30]([CH3:35])[C:31]([F:34])([F:33])[F:32])(=[O:28])=[O:27])=[CH:22][CH:21]=2)[CH:6]=[CH:5][CH:4]=[CH:3][CH:2]=1.[I:36]I. (3) The reactants are: [CH3:1][N:2]1[C:10]2[C:5](=[CH:6][CH:7]=[CH:8][CH:9]=2)[CH2:4][C:3]1=[O:11].[NH:12]1[C:20]2[C:15](=[CH:16][CH:17]=[C:18]([CH:21]=O)[CH:19]=2)[CH:14]=[N:13]1. Given the product [NH:12]1[C:20]2[C:15](=[CH:16][CH:17]=[C:18](/[CH:21]=[C:4]3/[C:3](=[O:11])[N:2]([CH3:1])[C:10]4[C:5]/3=[CH:6][CH:7]=[CH:8][CH:9]=4)[CH:19]=2)[CH:14]=[N:13]1, predict the reactants needed to synthesize it. (4) Given the product [C:47]([O:51][C:52](=[O:55])[CH2:53][CH2:54][N:8]1[CH2:17][CH2:16][C:15]2[C:10](=[CH:11][CH:12]=[C:13]([CH2:18][O:19][C:20]3[CH:25]=[CH:24][C:23]([Cl:26])=[C:22]([C:27]([F:29])([F:28])[F:30])[CH:21]=3)[CH:14]=2)[CH2:9]1)([CH3:50])([CH3:49])[CH3:48], predict the reactants needed to synthesize it. The reactants are: C(OC([N:8]1[CH2:17][CH2:16][C:15]2[C:10](=[CH:11][CH:12]=[C:13]([CH2:18][O:19][C:20]3[CH:25]=[CH:24][C:23]([Cl:26])=[C:22]([C:27]([F:30])([F:29])[F:28])[CH:21]=3)[CH:14]=2)[CH2:9]1)=O)(C)(C)C.C(O)(C(F)(F)F)=O.CCN(C(C)C)C(C)C.[C:47]([O:51][C:52](=[O:55])[CH:53]=[CH2:54])([CH3:50])([CH3:49])[CH3:48].